Task: Predict the product of the given reaction.. Dataset: Forward reaction prediction with 1.9M reactions from USPTO patents (1976-2016) (1) Given the reactants BrC(Br)[C:3]1[C:7]2[CH:8]=[C:9]([N:12]3[C:17](=[O:18])[CH:16]=[C:15]([C:19]([F:22])([F:21])[F:20])[N:14]([CH3:23])[C:13]3=[O:24])[CH:10]=[CH:11][C:6]=2[S:5][N:4]=1.ClCCl.[CH3:29][O:30][CH2:31][O:32][CH3:33], predict the reaction product. The product is: [O:30]1[CH2:29][CH2:33][O:32][CH:31]1[C:3]1[C:7]2[CH:8]=[C:9]([N:12]3[C:17](=[O:18])[CH:16]=[C:15]([C:19]([F:21])([F:22])[F:20])[N:14]([CH3:23])[C:13]3=[O:24])[CH:10]=[CH:11][C:6]=2[S:5][N:4]=1. (2) Given the reactants [ClH:1].[F:2][C:3]1[CH:4]=[C:5]([C:10]2[C:18]3[C:13](=[CH:14][C:15]([O:19][CH2:20][CH2:21][CH2:22][N:23]4[CH2:28][CH2:27][N:26]([S:29]([CH3:32])(=[O:31])=[O:30])[CH2:25][CH2:24]4)=[CH:16][CH:17]=3)[C:12](=[O:33])[C:11]=2C2C=NC3C(C=2)=CC=CC=3)[CH:6]=[C:7]([F:9])[CH:8]=1.O1CCN(CCOC2C=C3C(C(C4C=CC=CC=4)=C(Br)C3=O)=CC=2)CC1.[F:70][C:71]1[CH:72]=[C:73](B(O)O)[CH:74]=[CH:75][C:76]=1[O:77][CH3:78], predict the reaction product. The product is: [ClH:1].[F:70][C:71]1[CH:72]=[C:73]([C:11]2[C:12](=[O:33])[C:13]3[C:18]([C:10]=2[C:5]2[CH:6]=[C:7]([F:9])[CH:8]=[C:3]([F:2])[CH:4]=2)=[CH:17][CH:16]=[C:15]([O:19][CH2:20][CH2:21][CH2:22][N:23]2[CH2:28][CH2:27][N:26]([S:29]([CH3:32])(=[O:31])=[O:30])[CH2:25][CH2:24]2)[CH:14]=3)[CH:74]=[CH:75][C:76]=1[O:77][CH3:78]. (3) Given the reactants C([O:3][C:4]([C:6]1([C:19](OCC)=[O:20])[CH2:11][CH2:10][C:9]([C:12]2[CH:17]=[CH:16][C:15]([Cl:18])=[CH:14][CH:13]=2)=[CH:8][CH2:7]1)=O)C, predict the reaction product. The product is: [Cl:18][C:15]1[CH:14]=[CH:13][C:12]([C:9]2[CH2:10][CH2:11][C:6]([CH2:4][OH:3])([CH2:19][OH:20])[CH2:7][CH:8]=2)=[CH:17][CH:16]=1. (4) Given the reactants [C:1]([O:5][C:6]([N:8]1[CH2:13][CH2:12][CH:11]([N:14]2[CH:18]=[C:17]([C:19]3[CH:20]=[N:21][C:22]([NH2:34])=[C:23](B4OC(C)(C)C(C)(C)O4)[CH:24]=3)[CH:16]=[N:15]2)[CH2:10][CH2:9]1)=[O:7])([CH3:4])([CH3:3])[CH3:2].[F:35][C:36]1[CH:45]=[CH:44][C:43]([F:46])=[C:42]2[C:37]=1[CH2:38][CH2:39][NH:40][CH2:41]2.N1C=CC=CC=1, predict the reaction product. The product is: [C:1]([O:5][C:6]([N:8]1[CH2:9][CH2:10][CH:11]([N:14]2[CH:18]=[C:17]([C:19]3[CH:20]=[N:21][C:22]([NH2:34])=[C:23]([N:40]4[CH2:39][CH2:38][C:37]5[C:42](=[C:43]([F:46])[CH:44]=[CH:45][C:36]=5[F:35])[CH2:41]4)[CH:24]=3)[CH:16]=[N:15]2)[CH2:12][CH2:13]1)=[O:7])([CH3:4])([CH3:2])[CH3:3]. (5) Given the reactants C([O:3][C:4](=[O:39])[CH2:5][N:6]([S:27]([N:30]1[C:38]2[C:33](=[CH:34][CH:35]=[CH:36][CH:37]=2)[CH2:32][CH2:31]1)(=[O:29])=[O:28])[CH2:7][C:8]1[CH:13]=[CH:12][CH:11]=[C:10]([O:14][CH2:15][C:16]2[N:17]=[C:18]([C:22]3[S:23][CH:24]=[CH:25][CH:26]=3)[O:19][C:20]=2[CH3:21])[CH:9]=1)C.O.[OH-].[Li+], predict the reaction product. The product is: [N:30]1([S:27]([N:6]([CH2:5][C:4]([OH:39])=[O:3])[CH2:7][C:8]2[CH:13]=[CH:12][CH:11]=[C:10]([O:14][CH2:15][C:16]3[N:17]=[C:18]([C:22]4[S:23][CH:24]=[CH:25][CH:26]=4)[O:19][C:20]=3[CH3:21])[CH:9]=2)(=[O:29])=[O:28])[C:38]2[C:33](=[CH:34][CH:35]=[CH:36][CH:37]=2)[CH2:32][CH2:31]1. (6) Given the reactants [N:1]1([CH:7]2[CH2:12][CH2:11][N:10]([CH2:13][CH:14]([C:16]3[CH:21]=[CH:20][CH:19]=[CH:18][CH:17]=3)O)[CH2:9][CH2:8]2)[CH2:6][CH2:5][CH2:4][CH2:3][CH2:2]1.CS(Cl)(=O)=O.[CH2:27]([N:29]([CH2:38][CH3:39])[CH2:30][CH2:31][N:32]1[CH2:37][CH2:36][NH:35][CH2:34][CH2:33]1)[CH3:28], predict the reaction product. The product is: [CH2:38]([N:29]([CH2:27][CH3:28])[CH2:30][CH2:31][N:32]1[CH2:33][CH2:34][N:35]([CH:14]([C:16]2[CH:21]=[CH:20][CH:19]=[CH:18][CH:17]=2)[CH2:13][N:10]2[CH2:11][CH2:12][CH:7]([N:1]3[CH2:6][CH2:5][CH2:4][CH2:3][CH2:2]3)[CH2:8][CH2:9]2)[CH2:36][CH2:37]1)[CH3:39]. (7) Given the reactants C([N:3](CC)CC)C.[Cl:8][C:9]1[CH:10]=[C:11]2[NH:29][C:28]([O:30][C@@H:31]3[CH2:35][O:34][C@H:33]([C:36]([OH:38])=O)[C@H:32]3[OH:39])=[N:27][C:12]2=[N:13][C:14]=1[C:15]1[CH:20]=[CH:19][C:18]([C:21]2[CH:26]=[CH:25][CH:24]=[CH:23][CH:22]=2)=[CH:17][CH:16]=1.ClC(OCC)=O.N.C[Si](C)(C)[O-].[K+], predict the reaction product. The product is: [Cl:8][C:9]1[CH:10]=[C:11]2[NH:29][C:28]([O:30][C@@H:31]3[CH2:35][O:34][C@H:33]([C:36]([NH2:3])=[O:38])[C@H:32]3[OH:39])=[N:27][C:12]2=[N:13][C:14]=1[C:15]1[CH:20]=[CH:19][C:18]([C:21]2[CH:26]=[CH:25][CH:24]=[CH:23][CH:22]=2)=[CH:17][CH:16]=1. (8) Given the reactants [F:1][C:2]([F:7])([F:6])[C:3]([OH:5])=[O:4].C1(C2C=C(C3CCNCC3)C=CC=2NC(C2NC=C(C#N)N=2)=O)CCCCC=1.BrCC(OC(C)(C)C)=O.CCN(CC)CC.C([O:56][C:57](=[O:87])[CH2:58][N:59]1[CH2:64][CH2:63][CH:62]([C:65]2[CH:70]=[CH:69][C:68]([NH:71][C:72]([C:74]3[NH:75][CH:76]=[C:77]([C:79]#[N:80])[N:78]=3)=[O:73])=[C:67]([C:81]3[CH2:86][CH2:85][CH2:84][CH2:83][CH:82]=3)[CH:66]=2)[CH2:61][CH2:60]1)(C)(C)C, predict the reaction product. The product is: [F:1][C:2]([F:7])([F:6])[C:3]([OH:5])=[O:4].[C:79]([C:77]1[N:78]=[C:74]([C:72]([NH:71][C:68]2[CH:69]=[CH:70][C:65]([CH:62]3[CH2:61][CH2:60][N:59]([CH2:58][C:57]([OH:87])=[O:56])[CH2:64][CH2:63]3)=[CH:66][C:67]=2[C:81]2[CH2:86][CH2:85][CH2:84][CH2:83][CH:82]=2)=[O:73])[NH:75][CH:76]=1)#[N:80].